From a dataset of Forward reaction prediction with 1.9M reactions from USPTO patents (1976-2016). Predict the product of the given reaction. Given the reactants [F:1][C:2]1[CH:7]=[C:6]([S:8]([CH3:10])=[O:9])[CH:5]=[CH:4][C:3]=1[C:11]1[CH:16]=[CH:15][C:14]([O:17][CH2:18][CH:19]2[CH2:24][CH2:23][N:22]([C:25]3[O:29][N:28]=[C:27]([CH:30]([CH3:32])[CH3:31])[N:26]=3)[CH2:21][CH2:20]2)=[CH:13][N:12]=1.C(=O)=O.CO, predict the reaction product. The product is: [F:1][C:2]1[CH:7]=[C:6]([S@:8]([CH3:10])=[O:9])[CH:5]=[CH:4][C:3]=1[C:11]1[CH:16]=[CH:15][C:14]([O:17][CH2:18][CH:19]2[CH2:24][CH2:23][N:22]([C:25]3[O:29][N:28]=[C:27]([CH:30]([CH3:32])[CH3:31])[N:26]=3)[CH2:21][CH2:20]2)=[CH:13][N:12]=1.